From a dataset of NCI-60 drug combinations with 297,098 pairs across 59 cell lines. Regression. Given two drug SMILES strings and cell line genomic features, predict the synergy score measuring deviation from expected non-interaction effect. (1) Synergy scores: CSS=49.7, Synergy_ZIP=-1.15, Synergy_Bliss=-3.86, Synergy_Loewe=-20.3, Synergy_HSA=-3.24. Cell line: ACHN. Drug 2: CC1C(C(CC(O1)OC2CC(CC3=C2C(=C4C(=C3O)C(=O)C5=CC=CC=C5C4=O)O)(C(=O)C)O)N)O. Drug 1: CC12CCC3C(C1CCC2=O)CC(=C)C4=CC(=O)C=CC34C. (2) Drug 1: CC1C(C(CC(O1)OC2CC(CC3=C2C(=C4C(=C3O)C(=O)C5=C(C4=O)C(=CC=C5)OC)O)(C(=O)C)O)N)O.Cl. Drug 2: CCN(CC)CCNC(=O)C1=C(NC(=C1C)C=C2C3=C(C=CC(=C3)F)NC2=O)C. Cell line: OVCAR3. Synergy scores: CSS=20.3, Synergy_ZIP=-4.35, Synergy_Bliss=0.518, Synergy_Loewe=-17.2, Synergy_HSA=-3.68.